Dataset: Full USPTO retrosynthesis dataset with 1.9M reactions from patents (1976-2016). Task: Predict the reactants needed to synthesize the given product. (1) Given the product [CH2:8]([C:5]1[CH:6]=[CH:7][C:2]([C:20]2[CH:21]=[C:22]3[C:27](=[CH:28][CH:29]=2)[CH:26]=[C:25]([OH:30])[CH:24]=[CH:23]3)=[CH:3][CH:4]=1)[CH2:9][CH3:10], predict the reactants needed to synthesize it. The reactants are: Br[C:2]1[CH:7]=[CH:6][C:5]([CH2:8][CH2:9][CH3:10])=[CH:4][CH:3]=1.B(OC)(OC)OC.Cl.Br[C:20]1[CH:21]=[C:22]2[C:27](=[CH:28][CH:29]=1)[CH:26]=[C:25]([OH:30])[CH:24]=[CH:23]2.C(=O)([O-])[O-].[K+].[K+]. (2) Given the product [C:21]([O:20][C:18](=[O:19])[NH:17][CH2:16][CH2:15][CH2:14][CH2:13][C@H:12]([NH2:11])[C:25]([N:27]([CH3:28])[CH3:29])=[O:26])([CH3:22])([CH3:24])[CH3:23], predict the reactants needed to synthesize it. The reactants are: C(OC([NH:11][C@H:12]([C:25]([N:27]([CH3:29])[CH3:28])=[O:26])[CH2:13][CH2:14][CH2:15][CH2:16][NH:17][C:18]([O:20][C:21]([CH3:24])([CH3:23])[CH3:22])=[O:19])=O)C1C=CC=CC=1.[H][H]. (3) Given the product [CH2:24]([O:23][C:20]1[CH:19]=[CH:18][C:17]([CH2:16][S:15][C:12]2[CH:13]=[CH:14][C:6]([O:5][CH2:4][C:3]([OH:31])=[O:2])=[C:7]3[C:11]=2[CH2:10][CH2:9][CH2:8]3)=[CH:22][CH:21]=1)[C:25]1[CH:26]=[CH:27][CH:28]=[CH:29][CH:30]=1, predict the reactants needed to synthesize it. The reactants are: C[O:2][C:3](=[O:31])[CH2:4][O:5][C:6]1[CH:14]=[CH:13][C:12]([S:15][CH2:16][C:17]2[CH:22]=[CH:21][C:20]([O:23][CH2:24][C:25]3[CH:30]=[CH:29][CH:28]=[CH:27][CH:26]=3)=[CH:19][CH:18]=2)=[C:11]2[C:7]=1[CH2:8][CH2:9][CH2:10]2.[K+].[Br-].